Dataset: Catalyst prediction with 721,799 reactions and 888 catalyst types from USPTO. Task: Predict which catalyst facilitates the given reaction. Reactant: Cl[C:2]1[CH:7]=[C:6]([CH2:8][O:9][C:10]2[CH:15]=[CH:14][C:13]([F:16])=[CH:12][CH:11]=2)[CH:5]=[CH:4][N:3]=1.[CH2:17]([OH:24])[C:18]1[CH:23]=[CH:22][CH:21]=[CH:20][CH:19]=1.[H-].[Na+].O1CCCC1. Product: [CH2:17]([O:24][C:2]1[CH:7]=[C:6]([CH2:8][O:9][C:10]2[CH:15]=[CH:14][C:13]([F:16])=[CH:12][CH:11]=2)[CH:5]=[CH:4][N:3]=1)[C:18]1[CH:23]=[CH:22][CH:21]=[CH:20][CH:19]=1. The catalyst class is: 13.